From a dataset of Forward reaction prediction with 1.9M reactions from USPTO patents (1976-2016). Predict the product of the given reaction. Given the reactants [CH:1]1([S:4]([C:7]2[CH:12]=[CH:11][C:10]([CH:13]([O:17][CH:18]3[CH2:23][CH2:22][O:21][CH2:20][CH2:19]3)[C:14](O)=[O:15])=[CH:9][CH:8]=2)(=[O:6])=[O:5])[CH2:3][CH2:2]1.[CH3:24][O:25][C:26](=[O:40])[C:27]1[CH:32]=[CH:31][C:30]([O:33][C:34]2[S:38][C:37]([NH2:39])=[N:36][CH:35]=2)=[CH:29][CH:28]=1.C1C=CC2N(O)N=NC=2C=1.CCN=C=NCCCN(C)C.CN1CCOCC1, predict the reaction product. The product is: [CH3:24][O:25][C:26](=[O:40])[C:27]1[CH:28]=[CH:29][C:30]([O:33][C:34]2[S:38][C:37]([NH:39][C:14](=[O:15])[CH:13]([C:10]3[CH:9]=[CH:8][C:7]([S:4]([CH:1]4[CH2:2][CH2:3]4)(=[O:5])=[O:6])=[CH:12][CH:11]=3)[O:17][CH:18]3[CH2:19][CH2:20][O:21][CH2:22][CH2:23]3)=[N:36][CH:35]=2)=[CH:31][CH:32]=1.